This data is from Reaction yield outcomes from USPTO patents with 853,638 reactions. The task is: Predict the reaction yield, written as a fraction of the theoretical maximum amount of product (1.0 means a 100% yield; for example, 0.34 means a 34% yield). (1) The catalyst is CN(C=O)C.CCOC(C)=O. The product is [Cl:28][C:29]1[CH:36]=[C:35]([CH:34]=[CH:33][C:30]=1[C:31]#[N:32])[O:37][C@H:38]1[C:41]([CH3:43])([CH3:42])[C@H:40]([NH:44][C:23]([C:22]2[CH:21]=[CH:20][C:19]([O:18][CH2:17][CH2:16][CH2:15][CH2:14][CH2:13][O:12][CH2:11][CH2:10][CH2:9][NH:8][C:6](=[O:7])[O:5][C:1]([CH3:2])([CH3:3])[CH3:4])=[CH:27][CH:26]=2)=[O:25])[C:39]1([CH3:45])[CH3:46]. The reactants are [C:1]([O:5][C:6]([NH:8][CH2:9][CH2:10][CH2:11][O:12][CH2:13][CH2:14][CH2:15][CH2:16][CH2:17][O:18][C:19]1[CH:27]=[CH:26][C:22]([C:23]([OH:25])=O)=[CH:21][CH:20]=1)=[O:7])([CH3:4])([CH3:3])[CH3:2].[Cl:28][C:29]1[CH:36]=[C:35]([O:37][C@H:38]2[C:41]([CH3:43])([CH3:42])[C@H:40]([NH2:44])[C:39]2([CH3:46])[CH3:45])[CH:34]=[CH:33][C:30]=1[C:31]#[N:32].CCN(C(C)C)C(C)C.CN(C(ON1N=NC2C=CC=CC1=2)=[N+](C)C)C.[B-](F)(F)(F)F. The yield is 0.820. (2) The reactants are Br[C:2]1[C:3]([CH3:12])=[N:4][N:5]([CH2:8][C:9]([O-:11])=[O:10])[C:6]=1[CH3:7].[NH2:13][C:14]1[C:19]2[C:20](=[O:40])[N:21]([C:25]3[CH:30]=[CH:29][C:28](B4OC(C)(C)C(C)(C)O4)=[CH:27][CH:26]=3)[CH2:22][CH2:23][O:24][C:18]=2[N:17]=[CH:16][N:15]=1.C([O-])([O-])=O.[K+].[K+]. The catalyst is O1CCOCC1.O.C1C=CC(P(C2C=CC=CC=2)[C-]2C=CC=C2)=CC=1.C1C=CC(P(C2C=CC=CC=2)[C-]2C=CC=C2)=CC=1.Cl[Pd]Cl.[Fe+2]. The product is [NH2:13][C:14]1[C:19]2[C:20](=[O:40])[N:21]([C:25]3[CH:30]=[CH:29][C:28]([C:2]4[C:3]([CH3:12])=[N:4][N:5]([CH2:8][C:9]([OH:11])=[O:10])[C:6]=4[CH3:7])=[CH:27][CH:26]=3)[CH2:22][CH2:23][O:24][C:18]=2[N:17]=[CH:16][N:15]=1. The yield is 0.204. (3) The reactants are C(N(CC)CC)C.[CH3:8][N:9]1[C:17]2[C:12](=[CH:13][CH:14]=[CH:15][CH:16]=2)[C:11]([CH:18]=[O:19])=[N:10]1.[CH3:20][O:21][C:22]1[CH:23]=[C:24]([CH:36]=[CH:37][CH:38]=1)[N:25]=[CH:26][C:27]1[CH:35]=[C:30]2[CH:31]=[CH:32][CH:33]=[CH:34][N:29]2[N:28]=1. The catalyst is [Cl-].C([N+]1C(C)=C(CCO)SC=1)C1C=CC=CC=1.C(O)C. The product is [CH3:20][O:21][C:22]1[CH:23]=[C:24]([NH:25][CH:26]([C:27]2[CH:35]=[C:30]3[CH:31]=[CH:32][CH:33]=[CH:34][N:29]3[N:28]=2)[C:18]([C:11]2[C:12]3[C:17](=[CH:16][CH:15]=[CH:14][CH:13]=3)[N:9]([CH3:8])[N:10]=2)=[O:19])[CH:36]=[CH:37][CH:38]=1. The yield is 0.560. (4) The catalyst is C1COCC1. The yield is 0.950. The product is [Cl:27][C:21]1[CH:22]=[C:23]([Cl:26])[CH:24]=[CH:25][C:20]=1[CH2:19][CH:16]1[CH2:17][CH2:18][N:14]([C@H:11]2[CH2:10][CH2:9][C@@H:8]([CH2:7][OH:6])[CH2:13][CH2:12]2)[C:15]1=[O:28]. The reactants are C([SiH2][O:6][C:7](C)(C)[C@@H:8]1[CH2:13][CH2:12][C@H:11]([N:14]2[CH2:18][CH2:17][CH:16]([CH2:19][C:20]3[CH:25]=[CH:24][C:23]([Cl:26])=[CH:22][C:21]=3[Cl:27])[C:15]2=[O:28])[CH2:10][CH2:9]1)(C)(C)C.CCCC[N+](CCCC)(CCCC)CCCC.[F-]. (5) The reactants are [CH3:1][C:2]1([CH3:9])[NH:7][CH2:6][CH2:5][NH:4][C:3]1=[O:8].C(N(CC)C(C)C)(C)C.[C:19](Cl)(=[O:21])[CH3:20]. The catalyst is C(Cl)Cl. The product is [C:19]([N:7]1[CH2:6][CH2:5][NH:4][C:3](=[O:8])[C:2]1([CH3:9])[CH3:1])(=[O:21])[CH3:20]. The yield is 0.900. (6) The reactants are [C-:1]#[N:2].[Na+].[Br:4][C:5]1[C:6]([CH3:12])=[N:7][C:8](F)=[CH:9][CH:10]=1.O. The catalyst is CS(C)=O. The yield is 0.150. The product is [Br:4][C:5]1[CH:10]=[CH:9][C:8]([C:1]#[N:2])=[N:7][C:6]=1[CH3:12].